This data is from Full USPTO retrosynthesis dataset with 1.9M reactions from patents (1976-2016). The task is: Predict the reactants needed to synthesize the given product. (1) Given the product [CH2:16]([O:18][C:19](=[O:33])[C:20]([O:23][C:24]1[CH:32]=[C:31]2[C:27]([CH2:28][CH2:29][NH:30]2)=[CH:26][CH:25]=1)([CH3:22])[CH3:21])[CH3:17], predict the reactants needed to synthesize it. The reactants are: COC(=O)COC1C=C2C(=CC=1)NCC2.[CH2:16]([O:18][C:19](=[O:33])[C:20]([O:23][C:24]1[CH:32]=[C:31]2[C:27]([CH:28]=[CH:29][NH:30]2)=[CH:26][CH:25]=1)([CH3:22])[CH3:21])[CH3:17]. (2) Given the product [Br:5][C:6]1[CH:7]=[C:8]2[C:14]([C:17](=[O:18])[C:16]([Cl:21])([Cl:20])[Cl:15])=[CH:13][NH:12][C:9]2=[N:10][CH:11]=1, predict the reactants needed to synthesize it. The reactants are: [Cl-].[Cl-].[Cl-].[Al+3].[Br:5][C:6]1[CH:7]=[C:8]2[CH:14]=[CH:13][NH:12][C:9]2=[N:10][CH:11]=1.[Cl:15][C:16]([Cl:21])([Cl:20])[C:17](Cl)=[O:18]. (3) Given the product [C:6]([OH:2])(=[O:13])[C:7]1[CH:12]=[CH:11][CH:10]=[CH:9][CH:8]=1, predict the reactants needed to synthesize it. The reactants are: Br([O-])(=O)=[O:2].[Na+].[CH2:6]([OH:13])[C:7]1[CH:12]=[CH:11][CH:10]=[CH:9][CH:8]=1. (4) Given the product [CH3:10][O:11][C:12]1[CH:13]=[CH:14][C:15]([C:18]2[CH:19]=[CH:20][C:21]([S:24]([NH:27][CH:28]([CH2:33][CH:34]([OH:36])[CH2:35][S:9][C:4]3[N:5]=[C:6]([CH3:8])[CH:7]=[C:2]([CH3:1])[N:3]=3)[C:29]([OH:31])=[O:30])(=[O:25])=[O:26])=[CH:22][CH:23]=2)=[CH:16][CH:17]=1, predict the reactants needed to synthesize it. The reactants are: [CH3:1][C:2]1[CH:7]=[C:6]([CH3:8])[N:5]=[C:4]([SH:9])[N:3]=1.[CH3:10][O:11][C:12]1[CH:17]=[CH:16][C:15]([C:18]2[CH:23]=[CH:22][C:21]([S:24]([NH:27][CH:28]([CH2:33][CH:34]3[O:36][CH2:35]3)[C:29]([O:31]C)=[O:30])(=[O:26])=[O:25])=[CH:20][CH:19]=2)=[CH:14][CH:13]=1.